Dataset: Retrosynthesis with 50K atom-mapped reactions and 10 reaction types from USPTO. Task: Predict the reactants needed to synthesize the given product. (1) The reactants are: CCCc1c(OCCCBr)ccc(C(C)=O)c1O.OCCS. Given the product CCCc1c(OCCCSCCO)ccc(C(C)=O)c1O, predict the reactants needed to synthesize it. (2) Given the product Cc1ccc2nc(NC(=O)c3cccc(Cl)c3)sc2c1, predict the reactants needed to synthesize it. The reactants are: Cc1ccc2nc(N)sc2c1.O=C(Cl)c1cccc(Cl)c1.